From a dataset of Full USPTO retrosynthesis dataset with 1.9M reactions from patents (1976-2016). Predict the reactants needed to synthesize the given product. (1) Given the product [CH3:9][O:8][C:5]1[CH:6]=[CH:7][C:2]([CH:20]=[CH:19][C:18]2[CH:21]=[CH:22][C:15]([O:14][CH3:13])=[CH:16][CH:17]=2)=[C:3]([N+:10]([O-:12])=[O:11])[CH:4]=1, predict the reactants needed to synthesize it. The reactants are: Br[C:2]1[CH:7]=[CH:6][C:5]([O:8][CH3:9])=[CH:4][C:3]=1[N+:10]([O-:12])=[O:11].[CH3:13][O:14][C:15]1[CH:22]=[CH:21][C:18]([CH:19]=[CH2:20])=[CH:17][CH:16]=1.C(N(CC)C(C)C)(C)C. (2) Given the product [CH3:9][N:10]1[CH2:15][CH2:14][CH:13]([NH:16][CH2:17][C:2]2[CH:7]=[CH:6][CH:5]=[CH:4][C:3]=2[F:8])[CH2:12][CH2:11]1, predict the reactants needed to synthesize it. The reactants are: Br[C:2]1[CH:7]=[CH:6][CH:5]=[CH:4][C:3]=1[F:8].[CH3:9][N:10]1[CH2:15][CH2:14][CH:13]([NH:16][CH3:17])[CH2:12][CH2:11]1.C1C=CC(P(C2C(C3C(P(C4C=CC=CC=4)C4C=CC=CC=4)=CC=C4C=3C=CC=C4)=C3C(C=CC=C3)=CC=2)C2C=CC=CC=2)=CC=1.CC(C)([O-])C.[Na+]. (3) Given the product [C:25]([N:1]1[C:5]2([CH2:6][CH2:7][O:8][CH2:9][CH2:10]2)[CH2:4][CH2:3][CH:2]1[C:11]([O:13][CH2:14][CH3:15])=[O:12])(=[O:27])[CH3:26], predict the reactants needed to synthesize it. The reactants are: [NH:1]1[C:5]2([CH2:10][CH2:9][O:8][CH2:7][CH2:6]2)[CH2:4][CH2:3][CH:2]1[C:11]([O:13][CH2:14][CH3:15])=[O:12].CCN(C(C)C)C(C)C.[C:25](Cl)(=[O:27])[CH3:26]. (4) Given the product [Br:18][C:6]1[CH:5]=[C:4]([F:9])[C:3]([OH:10])=[C:2]([Cl:1])[C:7]=1[CH3:8], predict the reactants needed to synthesize it. The reactants are: [Cl:1][C:2]1[C:7]([CH3:8])=[CH:6][CH:5]=[C:4]([F:9])[C:3]=1[OH:10].C1C(=O)N([Br:18])C(=O)C1. (5) Given the product [Cl:44][C:41]1[CH:42]=[CH:43][C:38]([C:34]2([C:32]([N:28]3[CH2:29][CH2:30][CH2:31][CH:26]([CH2:25][O:8][C:5]4[CH:6]=[CH:7][C:2]([F:1])=[CH:3][CH:4]=4)[CH2:27]3)=[O:33])[CH2:37][CH2:36][CH2:35]2)=[CH:39][CH:40]=1, predict the reactants needed to synthesize it. The reactants are: [F:1][C:2]1[CH:7]=[CH:6][C:5]([OH:8])=[CH:4][CH:3]=1.C(=O)([O-])[O-].[Cs+].[Cs+].O1C2C=CC(O[CH2:25][CH:26]3[CH2:31][CH2:30][CH2:29][N:28]([C:32]([C:34]4([C:38]5[CH:43]=[CH:42][C:41]([Cl:44])=[CH:40][CH:39]=5)[CH2:37][CH2:36][CH2:35]4)=[O:33])[CH2:27]3)=CC=2OC1. (6) Given the product [CH2:1]([O:3][C:4]([C:6]1[C:15](=[O:16])[C:14]2[C:9](=[CH:10][CH:11]=[CH:12][CH:13]=2)[N:8]([CH2:26][C:22]2[CH:23]=[CH:24][CH:25]=[C:20]([Br:19])[N:21]=2)[CH:7]=1)=[O:5])[CH3:2], predict the reactants needed to synthesize it. The reactants are: [CH2:1]([O:3][C:4]([C:6]1[C:15](=[O:16])[C:14]2[C:9](=[CH:10][CH:11]=[CH:12][CH:13]=2)[NH:8][CH:7]=1)=[O:5])[CH3:2].[H-].[Na+].[Br:19][C:20]1[CH:25]=[CH:24][CH:23]=[C:22]([CH2:26]Br)[N:21]=1. (7) Given the product [C:12]1([N:5]2[C:6]3[N:7]=[CH:8][CH:9]=[CH:10][C:11]=3[C:2]3[NH:29][N:30]=[C:19]([CH2:20][CH:21]4[CH2:22][CH2:23][O:24][CH2:25][CH2:26]4)[C:3]=3[C:4]2=[O:18])[CH:13]=[CH:14][CH:15]=[CH:16][CH:17]=1, predict the reactants needed to synthesize it. The reactants are: O[C:2]1[C:11]2[C:6](=[N:7][CH:8]=[CH:9][CH:10]=2)[N:5]([C:12]2[CH:17]=[CH:16][CH:15]=[CH:14][CH:13]=2)[C:4](=[O:18])[C:3]=1[C:19](=O)[CH2:20][CH:21]1[CH2:26][CH2:25][O:24][CH2:23][CH2:22]1.O.[NH2:29][NH2:30].C(=O)([O-])O.[Na+]. (8) Given the product [CH3:36][O:35][C:33](=[O:34])[CH2:32][C@H:29]1[CH2:28][CH2:27][C@H:26]([C:4]2[CH:5]=[CH:6][C:7]3[NH:8][C:9]([C:11]4[O:12][C:13]([NH:16][C:17]5[CH:22]=[C:21]([F:23])[C:20]([F:24])=[CH:19][C:18]=5[F:25])=[N:14][N:15]=4)=[N:1][C:2]=3[CH:3]=2)[CH2:31][CH2:30]1, predict the reactants needed to synthesize it. The reactants are: [NH2:1][C:2]1[CH:3]=[C:4]([C@H:26]2[CH2:31][CH2:30][C@H:29]([CH2:32][C:33]([O:35][CH3:36])=[O:34])[CH2:28][CH2:27]2)[CH:5]=[CH:6][C:7]=1[NH:8][C:9]([C:11]1[O:12][C:13]([NH:16][C:17]2[CH:22]=[C:21]([F:23])[C:20]([F:24])=[CH:19][C:18]=2[F:25])=[N:14][N:15]=1)=O.C(O)(=O)C. (9) Given the product [C:1]([NH:4][CH2:5][C:6]([NH:13][CH2:14][C:15]#[CH:16])=[O:8])(=[O:3])[CH3:2], predict the reactants needed to synthesize it. The reactants are: [C:1]([NH:4][CH2:5][C:6]([OH:8])=O)(=[O:3])[CH3:2].CCN=C=[N:13][CH2:14][CH2:15][CH2:16]N(C)C.Cl.C(N)C#C. (10) The reactants are: [CH3:1][N:2]1[CH2:7][CH2:6][C:5](=[O:8])[CH2:4][CH2:3]1.[Si](OS(C(F)(F)F)(=O)=O)(C)(C)C.[Cl:21][C:22]1[CH:35]=[CH:34][C:25]([CH:26](O)[C:27]2[CH:32]=[CH:31][CH:30]=[CH:29][CH:28]=2)=[CH:24][CH:23]=1.C(=O)(O)[O-].[Na+]. Given the product [Cl:21][C:22]1[CH:23]=[CH:24][C:25]([CH:26]([C:27]2[CH:28]=[CH:29][CH:30]=[CH:31][CH:32]=2)[CH:4]2[C:5](=[O:8])[CH2:6][CH2:7][N:2]([CH3:1])[CH2:3]2)=[CH:34][CH:35]=1, predict the reactants needed to synthesize it.